This data is from Full USPTO retrosynthesis dataset with 1.9M reactions from patents (1976-2016). The task is: Predict the reactants needed to synthesize the given product. (1) The reactants are: [F:1][C:2]([F:22])([F:21])[O:3][C:4]1[CH:9]=[CH:8][C:7]([N:10]2[CH2:14][CH2:13][C:12]3([CH2:19][CH2:18][NH:17][CH2:16][CH2:15]3)[C:11]2=[O:20])=[CH:6][CH:5]=1.[Cl:23][C:24]1[CH:29]=[CH:28][N:27]=[CH:26][C:25]=1[S:30](Cl)(=[O:32])=[O:31]. Given the product [Cl:23][C:24]1[CH:29]=[CH:28][N:27]=[CH:26][C:25]=1[S:30]([N:17]1[CH2:16][CH2:15][C:12]2([C:11](=[O:20])[N:10]([C:7]3[CH:8]=[CH:9][C:4]([O:3][C:2]([F:1])([F:21])[F:22])=[CH:5][CH:6]=3)[CH2:14][CH2:13]2)[CH2:19][CH2:18]1)(=[O:32])=[O:31], predict the reactants needed to synthesize it. (2) The reactants are: Cl[C:2]1[CH:7]=[CH:6][C:5]([C:8]([F:11])([F:10])[F:9])=[CH:4][C:3]=1[Cl:12].[OH:13][C:14]1[CH:19]=[CH:18][C:17]([CH2:20][C:21]#[N:22])=[CH:16][CH:15]=1.C(=O)([O-])[O-].[K+].[K+]. Given the product [Cl:12][C:3]1[CH:4]=[C:5]([C:8]([F:11])([F:10])[F:9])[CH:6]=[CH:7][C:2]=1[O:13][C:14]1[CH:19]=[CH:18][C:17]([CH2:20][C:21]#[N:22])=[CH:16][CH:15]=1, predict the reactants needed to synthesize it. (3) Given the product [NH2:20][C:9]1[N:10]=[CH:11][N:12]=[C:13]([N:14]2[CH2:19][CH2:18][N:17]([CH:26]([C:25]3[CH:28]=[CH:29][CH:30]=[C:23]([C:22]([F:32])([F:31])[F:21])[CH:24]=3)[C:37]#[N:38])[CH2:16][CH2:15]2)[C:8]=1[C:5]1[CH:6]=[CH:7][C:2]([F:1])=[CH:3][CH:4]=1, predict the reactants needed to synthesize it. The reactants are: [F:1][C:2]1[CH:7]=[CH:6][C:5]([C:8]2[C:9]([NH2:20])=[N:10][CH:11]=[N:12][C:13]=2[N:14]2[CH2:19][CH2:18][NH:17][CH2:16][CH2:15]2)=[CH:4][CH:3]=1.[F:21][C:22]([F:32])([F:31])[C:23]1[CH:24]=[C:25]([CH:28]=[CH:29][CH:30]=1)[CH:26]=O.C[Si]([C:37]#[N:38])(C)C. (4) The reactants are: [Cl-].[C:2]([O:7][CH2:8][CH3:9])(=[O:6])[C:3]([O-:5])=O.[F:10][C:11]1[CH:16]=[CH:15][C:14]([C@H:17]2[CH2:22][CH2:21][CH2:20][C@@H:19]([CH:23]=[CH2:24])[NH:18]2)=[CH:13][CH:12]=1.CCN(C(C)C)C(C)C.Cl. Given the product [F:10][C:11]1[CH:12]=[CH:13][C:14]([C@H:17]2[CH2:22][CH2:21][CH2:20][C@@H:19]([CH:23]=[CH2:24])[N:18]2[C:3](=[O:5])[C:2]([O:7][CH2:8][CH3:9])=[O:6])=[CH:15][CH:16]=1, predict the reactants needed to synthesize it. (5) Given the product [S:21]([O:1][C:2]1[CH:10]=[C:9]2[C:5]([C:6]([CH3:11])=[N:7][N:8]2[S:21]([C:24]([F:27])([F:26])[F:25])(=[O:22])=[O:35])=[CH:4][CH:3]=1)([C:24]([F:27])([F:26])[F:25])(=[O:23])=[O:22], predict the reactants needed to synthesize it. The reactants are: [OH:1][C:2]1[CH:10]=[C:9]2[C:5]([C:6]([CH3:11])=[N:7][NH:8]2)=[CH:4][CH:3]=1.[H-].[Na+].C1C=CC(N([S:21]([C:24]([F:27])([F:26])[F:25])(=[O:23])=[O:22])[S:21]([C:24]([F:27])([F:26])[F:25])(=[O:23])=[O:22])=CC=1.[OH2:35].